From a dataset of Peptide-MHC class I binding affinity with 185,985 pairs from IEDB/IMGT. Regression. Given a peptide amino acid sequence and an MHC pseudo amino acid sequence, predict their binding affinity value. This is MHC class I binding data. The peptide sequence is EVIRATYPS. The MHC is HLA-B14:02 with pseudo-sequence HLA-B14:02. The binding affinity (normalized) is 0.213.